From a dataset of Reaction yield outcomes from USPTO patents with 853,638 reactions. Predict the reaction yield, written as a fraction of the theoretical maximum amount of product (1.0 means a 100% yield; for example, 0.34 means a 34% yield). The reactants are [CH2:1]([OH:8])[C:2]1[CH:7]=[CH:6][CH:5]=[CH:4][CH:3]=1.Cl[C:10]1[N:15]=[C:14](Cl)[CH:13]=[CH:12][N:11]=1.C([Li])CCC.C([OH:25])C=C.N1CCCCC1. The catalyst is C1COCC1.C1C=CC([P]([Pd]([P](C2C=CC=CC=2)(C2C=CC=CC=2)C2C=CC=CC=2)([P](C2C=CC=CC=2)(C2C=CC=CC=2)C2C=CC=CC=2)[P](C2C=CC=CC=2)(C2C=CC=CC=2)C2C=CC=CC=2)(C2C=CC=CC=2)C2C=CC=CC=2)=CC=1.C(OCC)(=O)C. The product is [CH2:1]([O:8][C:12]1[CH:13]=[CH:14][NH:15][C:10](=[O:25])[N:11]=1)[C:2]1[CH:7]=[CH:6][CH:5]=[CH:4][CH:3]=1. The yield is 0.110.